Dataset: Forward reaction prediction with 1.9M reactions from USPTO patents (1976-2016). Task: Predict the product of the given reaction. Given the reactants [Cl:1][C:2]1[CH:3]=[C:4]2[C:8](=[CH:9][CH:10]=1)[NH:7][C:6](=[O:11])[C:5]2=O.[C:13]([CH2:15][C:16]([O:18][CH3:19])=[O:17])#[N:14].N1CCCCC1, predict the reaction product. The product is: [Cl:1][C:2]1[CH:3]=[C:4]2[C:8](=[CH:9][CH:10]=1)[NH:7][C:6](=[O:11])/[C:5]/2=[C:15](/[C:13]#[N:14])\[C:16]([O:18][CH3:19])=[O:17].